Dataset: Full USPTO retrosynthesis dataset with 1.9M reactions from patents (1976-2016). Task: Predict the reactants needed to synthesize the given product. (1) Given the product [CH:10]([C:5]1[CH:6]=[CH:7][CH:8]=[CH:9][C:4]=1[NH2:2])([CH3:12])[CH3:11], predict the reactants needed to synthesize it. The reactants are: [Li][NH2:2].Br[C:4]1[CH:9]=[CH:8][CH:7]=[CH:6][C:5]=1[CH:10]([CH3:12])[CH3:11].Cl.C([O-])(O)=O.[Na+]. (2) The reactants are: C([O:8][CH2:9][CH2:10][CH2:11][CH2:12][CH2:13][O:14][CH2:15][C:16]([O:18][C:19]([CH3:22])([CH3:21])[CH3:20])=[O:17])C1C=CC=CC=1.[H][H]. Given the product [OH:8][CH2:9][CH2:10][CH2:11][CH2:12][CH2:13][O:14][CH2:15][C:16]([O:18][C:19]([CH3:22])([CH3:21])[CH3:20])=[O:17], predict the reactants needed to synthesize it. (3) Given the product [BrH:26].[NH2:8][CH2:9][C:10](=[O:25])[CH2:11][CH2:12][C:13]([O:15][CH2:16][CH2:17][C:18]([OH:20])=[O:19])=[O:14], predict the reactants needed to synthesize it. The reactants are: C([NH:8][CH2:9][C:10](=[O:25])[CH2:11][CH2:12][C:13]([O:15][CH2:16][CH2:17][C:18]([O:20]C(C)(C)C)=[O:19])=[O:14])(OC(C)(C)C)=O.[BrH:26]. (4) Given the product [CH3:42][C:4]1([CH3:43])[CH2:3][CH:2]([NH:12][C:17](=[O:18])[CH3:16])[C:11]2[C:6](=[CH:7][CH:8]=[C:9]([N:12]3[C:17](=[O:18])[C:16]([CH2:19][C:20]4[CH:25]=[CH:24][C:23]([C:26]5[CH:31]=[CH:30][CH:29]=[CH:28][C:27]=5[C:32]5[NH:36][C:35](=[O:37])[O:34][N:33]=5)=[CH:22][CH:21]=4)=[C:15]([CH2:38][CH2:39][CH3:40])[N:14]=[C:13]3[CH3:41])[CH:10]=2)[O:5]1, predict the reactants needed to synthesize it. The reactants are: O[CH:2]1[C:11]2[C:6](=[CH:7][CH:8]=[C:9]([N:12]3[C:17](=[O:18])[C:16]([CH2:19][C:20]4[CH:25]=[CH:24][C:23]([C:26]5[CH:31]=[CH:30][CH:29]=[CH:28][C:27]=5[C:32]5[NH:36][C:35](=[O:37])[O:34][N:33]=5)=[CH:22][CH:21]=4)=[C:15]([CH2:38][CH2:39][CH3:40])[N:14]=[C:13]3[CH3:41])[CH:10]=2)[O:5][C:4]([CH3:43])([CH3:42])[CH2:3]1.Cl. (5) Given the product [Cl:1][C:2]1[CH:3]=[C:4]([C:8]2[N:13]3[N:14]=[C:15]([NH:17][C:18]4[CH:19]=[CH:20][C:21]([C:22]([NH:60][CH:61]5[CH2:66][CH2:65][NH:64][CH2:63][CH2:62]5)=[O:24])=[CH:25][CH:26]=4)[N:16]=[C:12]3[CH:11]=[CH:10][CH:9]=2)[CH:5]=[CH:6][CH:7]=1, predict the reactants needed to synthesize it. The reactants are: [Cl:1][C:2]1[CH:3]=[C:4]([C:8]2[N:13]3[N:14]=[C:15]([NH:17][C:18]4[CH:26]=[CH:25][C:21]([C:22]([OH:24])=O)=[CH:20][CH:19]=4)[N:16]=[C:12]3[CH:11]=[CH:10][CH:9]=2)[CH:5]=[CH:6][CH:7]=1.F[P-](F)(F)(F)(F)F.N1(OC(N(C)C)=[N+](C)C)C2N=CC=CC=2N=N1.C(N(C(C)C)CC)(C)C.[NH2:60][CH:61]1[CH2:66][CH2:65][N:64](C(OC(C)(C)C)=O)[CH2:63][CH2:62]1. (6) Given the product [C:20]([O:19][CH2:18][C:17]([CH2:30][OH:31])([CH2:16][O:15][CH2:14][C:7]([CH2:8][O:9][C:10](=[O:13])[CH:11]=[CH2:12])([CH2:36][O:37][C:38](=[O:41])[CH:39]=[CH2:40])[CH2:6][O:5][C:1](=[O:4])[CH:2]=[CH2:3])[CH2:24][O:25][C:26](=[O:29])[CH:27]=[CH2:28])(=[O:23])[CH:21]=[CH2:22].[C:44]1(=[O:4])[CH2:49][CH2:48][CH2:47][CH2:46][CH2:45]1, predict the reactants needed to synthesize it. The reactants are: [C:1]([O:5][CH2:6][C:7]([CH2:36][O:37][C:38](=[O:41])[CH:39]=[CH2:40])([CH2:14][O:15][CH2:16][C:17]([CH2:30][O:31]C(=O)C=C)([CH2:24][O:25][C:26](=[O:29])[CH:27]=[CH2:28])[CH2:18][O:19][C:20](=[O:23])[CH:21]=[CH2:22])[CH2:8][O:9][C:10](=[O:13])[CH:11]=[CH2:12])(=[O:4])[CH:2]=[CH2:3].CC[C:44]1[CH:49]=[C:48]2C([C:44]3[C:49](S[C:47]2=[C:46](CC)[CH:45]=1)=[CH:48][CH:47]=[CH:46][CH:45]=3)=O. (7) Given the product [ClH:4].[NH2:12][C@@:13]1([C:27]([O:29][CH2:30][CH3:31])=[O:28])[CH2:18][C:17](=[O:19])[C@@H:16]2[C@H:14]1[C@H:15]2[C:20]([O:22][CH2:23][CH3:24])=[O:21], predict the reactants needed to synthesize it. The reactants are: C([Cl:4])(=O)C.C(OC([NH:12][C@@:13]1([C:27]([O:29][C:30](C)(C)[CH3:31])=[O:28])[CH2:18][C:17](=[O:19])[C@@H:16]2[C@H:14]1[C@H:15]2[C:20]([O:22][C:23](C)(C)[CH3:24])=[O:21])=O)(C)(C)C. (8) Given the product [CH2:21]([O:23][C:24]([C:26]1[C:27]2[S:35][CH:34]=[C:33]([CH2:36][O:20][C:9]3[CH:10]=[C:11]([C:14]4[N:15]=[N:16][N:17]([CH3:19])[CH:18]=4)[CH:12]=[CH:13][C:8]=3[CH3:7])[C:28]=2[C:29]([Cl:32])=[N:30][CH:31]=1)=[O:25])[CH3:22], predict the reactants needed to synthesize it. The reactants are: C(=O)([O-])[O-].[Cs+].[Cs+].[CH3:7][C:8]1[CH:13]=[CH:12][C:11]([C:14]2[N:15]=[N:16][N:17]([CH3:19])[CH:18]=2)=[CH:10][C:9]=1[OH:20].[CH2:21]([O:23][C:24]([C:26]1[C:27]2[S:35][CH:34]=[C:33]([CH2:36]Br)[C:28]=2[C:29]([Cl:32])=[N:30][CH:31]=1)=[O:25])[CH3:22]. (9) Given the product [F:1][C:2]1[C:10]([F:11])=[CH:9][C:5]([C:6]([NH:53][C:49]([CH3:50])([C:51]#[CH:52])[CH3:48])=[O:8])=[C:4]([NH:12][CH2:13][C:14]([CH3:17])([CH3:16])[CH3:15])[CH:3]=1, predict the reactants needed to synthesize it. The reactants are: [F:1][C:2]1[C:10]([F:11])=[CH:9][C:5]([C:6]([OH:8])=O)=[C:4]([NH:12][CH2:13][C:14]([CH3:17])([CH3:16])[CH3:15])[CH:3]=1.CCN=C=NCCCN(C)C.C1C=CC2N(O)N=NC=2C=1.CCN(C(C)C)C(C)C.[CH3:48][C:49]([NH2:53])([C:51]#[CH:52])[CH3:50]. (10) Given the product [ClH:22].[C:1]([C:5]1[CH:10]=[CH:9][C:8]([C:11]2[N:12]([C:30]([N:44]3[CH2:43][CH2:42][N:41]([CH2:40][C:39]([N:38]([O:37][CH3:36])[CH3:48])=[O:47])[CH2:46][CH2:45]3)=[O:31])[C@H:13]([C:23]3[CH:24]=[CH:25][C:26]([Cl:29])=[CH:27][CH:28]=3)[C@H:14]([C:16]3[CH:17]=[CH:18][C:19]([Cl:22])=[CH:20][CH:21]=3)[N:15]=2)=[C:7]([O:33][CH2:34][CH3:35])[CH:6]=1)([CH3:4])([CH3:2])[CH3:3], predict the reactants needed to synthesize it. The reactants are: [C:1]([C:5]1[CH:10]=[CH:9][C:8]([C:11]2[N:12]([C:30](Cl)=[O:31])[C@H:13]([C:23]3[CH:28]=[CH:27][C:26]([Cl:29])=[CH:25][CH:24]=3)[C@H:14]([C:16]3[CH:21]=[CH:20][C:19]([Cl:22])=[CH:18][CH:17]=3)[N:15]=2)=[C:7]([O:33][CH2:34][CH3:35])[CH:6]=1)([CH3:4])([CH3:3])[CH3:2].[CH3:36][O:37][N:38]([CH3:48])[C:39](=[O:47])[CH2:40][N:41]1[CH2:46][CH2:45][NH:44][CH2:43][CH2:42]1.